Dataset: Reaction yield outcomes from USPTO patents with 853,638 reactions. Task: Predict the reaction yield, written as a fraction of the theoretical maximum amount of product (1.0 means a 100% yield; for example, 0.34 means a 34% yield). (1) The reactants are [I:1][C:2]1[CH:3]=[CH:4][C:5]([NH2:8])=[N:6][CH:7]=1.[CH2:9]([N:11]=[C:12]=[O:13])[CH3:10]. The catalyst is N1C=CC=CC=1. The product is [CH2:9]([NH:11][C:12]([NH:8][C:5]1[CH:4]=[CH:3][C:2]([I:1])=[CH:7][N:6]=1)=[O:13])[CH3:10]. The yield is 0.920. (2) The reactants are [NH:1]1[CH:5]=[C:4]([CH:6]=[O:7])[N:3]=[CH:2]1.[H-].[Na+].[CH2:10](Br)[CH2:11][CH2:12][CH3:13].C1OCCOCCOCCOCCOCCOC1.[Cl-].[NH4+]. The catalyst is O1CCCC1. The product is [CH2:10]([N:1]1[CH:5]=[C:4]([CH:6]=[O:7])[N:3]=[CH:2]1)[CH2:11][CH2:12][CH3:13]. The yield is 0.280. (3) The reactants are [Br:1][C:2]1[CH:3]=[C:4]2[C:9](=[CH:10][C:11]=1[C:12]#[N:13])[N:8]([C:14]1[C:18]3[CH2:19][N:20](C(OC(C)(C)C)=O)[CH2:21][CH2:22][C:17]=3[N:16]([CH:30]3[CH2:35][CH2:34][O:33][CH2:32][CH2:31]3)[N:15]=1)[CH2:7][CH2:6][CH2:5]2.FC(F)(F)C(O)=O. The catalyst is C(Cl)Cl. The product is [Br:1][C:2]1[CH:3]=[C:4]2[C:9](=[CH:10][C:11]=1[C:12]#[N:13])[N:8]([C:14]1[C:18]3[CH2:19][NH:20][CH2:21][CH2:22][C:17]=3[N:16]([CH:30]3[CH2:35][CH2:34][O:33][CH2:32][CH2:31]3)[N:15]=1)[CH2:7][CH2:6][CH2:5]2. The yield is 0.960. (4) The reactants are [CH:1]1([C:6]2[C:7]([O:15][CH2:16][C:17]([F:20])([F:19])[F:18])=[N:8][CH:9]=[C:10]([CH:14]=2)[C:11]([OH:13])=O)[CH2:5][CH2:4][CH2:3][CH2:2]1.CCN(C(C)C)C(C)C.CN(C(ON1N=NC2C=CC=NC1=2)=[N+](C)C)C.F[P-](F)(F)(F)(F)F.[F:54][C:55]([F:64])([F:63])[C:56]1[N:60]=[C:59]([CH2:61][NH2:62])[O:58][N:57]=1. The catalyst is CN(C=O)C. The product is [CH:1]1([C:6]2[C:7]([O:15][CH2:16][C:17]([F:20])([F:19])[F:18])=[N:8][CH:9]=[C:10]([CH:14]=2)[C:11]([NH:62][CH2:61][C:59]2[O:58][N:57]=[C:56]([C:55]([F:64])([F:63])[F:54])[N:60]=2)=[O:13])[CH2:2][CH2:3][CH2:4][CH2:5]1. The yield is 0.387. (5) The reactants are [N:12]1[C:13]2[C:8](=CC=[C:8]3[C:13]=2[N:12]=[CH:11][CH:10]=[CH:9]3)[CH:9]=[CH:10][CH:11]=1.[C:15]([O-:18])([O-])=O.[Cs+].[Cs+].I[C:22]1[CH:23]=NC=C[CH:27]=1. The catalyst is [Cu]I.C(O)CCC. The product is [CH2:15]([O:18][C:8]1[CH:13]=[N:12][CH:11]=[CH:10][CH:9]=1)[CH2:27][CH2:22][CH3:23]. The yield is 0.830. (6) The reactants are [CH2:1]([O:3][P:4]([CH2:9][CH2:10]OCC)(=[O:8])[O:5][CH2:6][CH3:7])[CH3:2].[BH4-].[Li+].C[CH2:17][O:18]CC. The catalyst is C1COCC1. The product is [CH2:6]([O:5][P:4]([CH2:9][CH2:10][CH2:17][OH:18])(=[O:8])[O:3][CH2:1][CH3:2])[CH3:7]. The yield is 0.240. (7) The reactants are [CH3:1][C:2]1[C:6]([CH3:7])=[C:5]([NH:8][S:9]([C:12]2[CH:16]=[CH:15][S:14][C:13]=2[C:17](N(C)OC)=[O:18])(=[O:11])=[O:10])[O:4][N:3]=1.[CH3:23][C:24]1[CH:32]=[CH:31][C:27]([CH2:28][Mg]Cl)=[CH:26][CH:25]=1. No catalyst specified. The product is [CH3:1][C:2]1[C:6]([CH3:7])=[C:5]([NH:8][S:9]([C:12]2[CH:16]=[CH:15][S:14][C:13]=2[C:17](=[O:18])[CH2:23][C:24]2[CH:32]=[CH:31][C:27]([CH3:28])=[CH:26][CH:25]=2)(=[O:10])=[O:11])[O:4][N:3]=1. The yield is 0.650. (8) The reactants are [C:1]12([C:11]3[CH:27]=[CH:26][C:14]([O:15][CH2:16][C:17]([N:19]4[CH2:24][CH2:23][N:22]([CH3:25])[CH2:21][CH2:20]4)=[O:18])=[CH:13][CH:12]=3)[CH2:10][CH:5]3[CH2:6][CH:7]([CH2:9][CH:3]([CH2:4]3)[CH2:2]1)[CH2:8]2.[C:28]1([CH3:38])[CH:33]=[CH:32][C:31]([S:34]([OH:37])(=[O:36])=[O:35])=[CH:30][CH:29]=1. No catalyst specified. The product is [CH3:38][C:28]1[CH:29]=[CH:30][C:31]([S:34]([O-:37])(=[O:36])=[O:35])=[CH:32][CH:33]=1.[C:1]12([C:11]3[CH:27]=[CH:26][C:14]([O:15][CH2:16][C:17]([N:19]4[CH2:24][CH2:23][NH+:22]([CH3:25])[CH2:21][CH2:20]4)=[O:18])=[CH:13][CH:12]=3)[CH2:10][CH:5]3[CH2:6][CH:7]([CH2:9][CH:3]([CH2:4]3)[CH2:2]1)[CH2:8]2. The yield is 0.820. (9) The reactants are C(OC(=O)C(=N[NH:8][C:9]1[CH:14]=[C:13]([Cl:15])[CH:12]=[CH:11][C:10]=1[F:16])C)C.[C:18]1(C)C=CC(S(O)(=O)=O)=C[CH:19]=1.O.[C:30](=[O:33])(O)[O-:31].[Na+].[C:35]1(C)C=CC=C[CH:36]=1. No catalyst specified. The product is [CH2:35]([O:31][C:30]([C:18]1[NH:8][C:9]2[C:14]([CH:19]=1)=[C:13]([Cl:15])[CH:12]=[CH:11][C:10]=2[F:16])=[O:33])[CH3:36]. The yield is 0.230. (10) The reactants are [N+:1]([C:4]1[CH:5]=[C:6]([C:13]([OH:15])=[O:14])[CH:7]=[C:8]([C:10]([OH:12])=[O:11])[CH:9]=1)([O-:3])=[O:2].C(=O)([O-])[O-].[K+].[K+].[CH2:22](Br)[C:23]1[CH:28]=[CH:27][CH:26]=[CH:25][CH:24]=1. The catalyst is CN(C=O)C. The product is [CH2:22]([O:14][C:13](=[O:15])[C:6]1[CH:5]=[C:4]([N+:1]([O-:3])=[O:2])[CH:9]=[C:8]([C:10]([O:12][CH2:13][C:6]2[CH:7]=[CH:8][CH:9]=[CH:4][CH:5]=2)=[O:11])[CH:7]=1)[C:23]1[CH:28]=[CH:27][CH:26]=[CH:25][CH:24]=1. The yield is 0.390.